The task is: Predict the reaction yield, written as a fraction of the theoretical maximum amount of product (1.0 means a 100% yield; for example, 0.34 means a 34% yield).. This data is from Reaction yield outcomes from USPTO patents with 853,638 reactions. The reactants are C(OC(=O)[NH:10][CH2:11][CH:12]1[O:16][C:15]2[CH:17]=[CH:18][C:19]([CH2:21][CH:22]([N:24]([CH3:31])[C:25](=[O:30])[C:26]([F:29])([F:28])[F:27])[CH3:23])=[CH:20][C:14]=2[O:13]1)C1C=CC=CC=1.[H][H]. The catalyst is CO.[Pd]. The product is [NH2:10][CH2:11][CH:12]1[O:16][C:15]2[CH:17]=[CH:18][C:19]([CH2:21][CH:22]([N:24]([CH3:31])[C:25](=[O:30])[C:26]([F:28])([F:27])[F:29])[CH3:23])=[CH:20][C:14]=2[O:13]1. The yield is 0.860.